The task is: Predict the product of the given reaction.. This data is from Forward reaction prediction with 1.9M reactions from USPTO patents (1976-2016). Given the reactants CC1(C)C(C)(C)OB([C:9]2[C:10]([O:15][CH2:16][CH:17]3[CH2:21][CH2:20][N:19]([C:22]([O:24][C:25]([CH3:28])([CH3:27])[CH3:26])=[O:23])[CH2:18]3)=[N:11][CH:12]=[CH:13][CH:14]=2)O1.Br[C:31]1[CH:36]=[CH:35][C:34]([C:37]2[N:38]=[CH:39][C:40]([NH2:43])=[N:41][CH:42]=2)=[C:33]([F:44])[CH:32]=1, predict the reaction product. The product is: [NH2:43][C:40]1[N:41]=[CH:42][C:37]([C:34]2[CH:35]=[CH:36][C:31]([C:9]3[C:10]([O:15][CH2:16][CH:17]4[CH2:21][CH2:20][N:19]([C:22]([O:24][C:25]([CH3:26])([CH3:27])[CH3:28])=[O:23])[CH2:18]4)=[N:11][CH:12]=[CH:13][CH:14]=3)=[CH:32][C:33]=2[F:44])=[N:38][CH:39]=1.